Task: Predict which catalyst facilitates the given reaction.. Dataset: Catalyst prediction with 721,799 reactions and 888 catalyst types from USPTO Reactant: [CH2:1]([O:8][C:9](=[O:19])[NH:10][C@H:11]([C:13](=[O:18])N(OC)C)[CH3:12])[C:2]1[CH:7]=[CH:6][CH:5]=[CH:4][CH:3]=1.Br[C:21]1[CH:26]=[CH:25][C:24]([Cl:27])=[CH:23][CH:22]=1.C([Mg]Cl)(C)C.Cl. Product: [CH2:1]([O:8][C:9](=[O:19])[NH:10][C@@H:11]([CH3:12])[C:13]([C:21]1[CH:26]=[CH:25][C:24]([Cl:27])=[CH:23][CH:22]=1)=[O:18])[C:2]1[CH:3]=[CH:4][CH:5]=[CH:6][CH:7]=1. The catalyst class is: 1.